This data is from Forward reaction prediction with 1.9M reactions from USPTO patents (1976-2016). The task is: Predict the product of the given reaction. (1) Given the reactants [N:1]1[CH:6]=[CH:5][CH:4]=[CH:3][C:2]=1[NH:7][S:8]([C:11]1[CH:16]=[CH:15][C:14]([NH:17]C(=O)C)=[CH:13][CH:12]=1)(=[O:10])=[O:9].[OH-].[Na+], predict the reaction product. The product is: [NH2:17][C:14]1[CH:15]=[CH:16][C:11]([S:8]([NH:7][C:2]2[CH:3]=[CH:4][CH:5]=[CH:6][N:1]=2)(=[O:10])=[O:9])=[CH:12][CH:13]=1. (2) Given the reactants Cl[C:2]1[N:7]=[C:6]([O:8][CH3:9])[N:5]=[C:4]([O:10][CH3:11])[N:3]=1.[C:12]([O:16][C:17]([N:19]1[CH2:24][CH2:23][CH:22]([NH2:25])[CH2:21][CH2:20]1)=[O:18])([CH3:15])([CH3:14])[CH3:13], predict the reaction product. The product is: [C:12]([O:16][C:17]([N:19]1[CH2:24][CH2:23][CH:22]([NH:25][C:2]2[N:7]=[C:6]([O:8][CH3:9])[N:5]=[C:4]([O:10][CH3:11])[N:3]=2)[CH2:21][CH2:20]1)=[O:18])([CH3:15])([CH3:13])[CH3:14]. (3) Given the reactants C([O:8][CH2:9][C:10]1([CH2:30][N:31]2[C:35]3[CH:36]=[C:37]([C:40]#[N:41])[CH:38]=[CH:39][C:34]=3[N:33]=[CH:32]2)[CH2:29][CH2:28][CH2:27][C:12]2([O:16][C:15](=[O:17])[N:14]([CH2:18][C:19]3[CH:24]=[CH:23][C:22]([O:25][CH3:26])=[CH:21][CH:20]=3)[CH2:13]2)[CH2:11]1)C1C=CC=CC=1.Br.[OH-].[Na+], predict the reaction product. The product is: [OH:8][CH2:9][C:10]1([CH2:30][N:31]2[C:35]3[CH:36]=[C:37]([C:40]#[N:41])[CH:38]=[CH:39][C:34]=3[N:33]=[CH:32]2)[CH2:29][CH2:28][CH2:27][C:12]2([O:16][C:15](=[O:17])[N:14]([CH2:18][C:19]3[CH:24]=[CH:23][C:22]([O:25][CH3:26])=[CH:21][CH:20]=3)[CH2:13]2)[CH2:11]1. (4) Given the reactants Br[CH:2]([CH2:33][CH3:34])[C:3]([C:5]1[CH:10]=[CH:9][C:8]([S:11][CH2:12][CH2:13][C:14]([F:32])([F:31])[C:15]([F:30])([F:29])[C:16]([F:28])([F:27])[C:17]([F:26])([F:25])[C:18]([F:24])([F:23])[C:19]([F:22])([F:21])[F:20])=[CH:7][CH:6]=1)=[O:4].C([O-])([O-])=O.[K+].[K+].[CH3:41][NH:42][CH3:43].O, predict the reaction product. The product is: [CH3:41][N:42]([CH3:43])[CH:2]([CH2:33][CH3:34])[C:3]([C:5]1[CH:10]=[CH:9][C:8]([S:11][CH2:12][CH2:13][C:14]([F:32])([F:31])[C:15]([F:30])([F:29])[C:16]([F:28])([F:27])[C:17]([F:26])([F:25])[C:18]([F:24])([F:23])[C:19]([F:22])([F:21])[F:20])=[CH:7][CH:6]=1)=[O:4]. (5) Given the reactants [Cl:1][C:2]1[C:7]([CH:8]([CH3:10])[CH3:9])=[CH:6][C:5]([NH:11][CH2:12][C:13]([N:15]2[CH2:20][CH2:19][N:18]([CH:21]3[CH2:24][N:23]([C:25]([O:27]C(C)(C)C)=O)[CH2:22]3)[CH2:17][CH2:16]2)=[O:14])=[C:4]([O:32][CH3:33])[CH:3]=1.[C:34](O)(=O)[CH:35]=C.F[P-](F)(F)(F)(F)F.N1(O[P+](N(C)C)(N(C)C)N(C)C)C2C=CC=CC=2N=N1.CCN(C(C)C)C(C)C, predict the reaction product. The product is: [Cl:1][C:2]1[C:7]([CH:8]([CH3:9])[CH3:10])=[CH:6][C:5]([NH:11][CH2:12][C:13]([N:15]2[CH2:16][CH2:17][N:18]([CH:21]3[CH2:24][N:23]([C:25](=[O:27])[CH:34]=[CH2:35])[CH2:22]3)[CH2:19][CH2:20]2)=[O:14])=[C:4]([O:32][CH3:33])[CH:3]=1. (6) Given the reactants [C:1]([O:5][C:6]([N:8]1[CH:17]([CH3:18])[CH2:16][C:15]2[C:14](=O)[NH:13][CH:12]=[N:11][C:10]=2[CH2:9]1)=[O:7])([CH3:4])([CH3:3])[CH3:2].C1(P(C2C=CC=CC=2)C2C=CC=CC=2)C=CC=CC=1.C(Cl)(Cl)(Cl)[Cl:40], predict the reaction product. The product is: [C:1]([O:5][C:6]([N:8]1[CH:17]([CH3:18])[CH2:16][C:15]2[C:14]([Cl:40])=[N:13][CH:12]=[N:11][C:10]=2[CH2:9]1)=[O:7])([CH3:4])([CH3:3])[CH3:2]. (7) The product is: [NH:25]1[CH2:26][CH2:27][C@@H:23]([O:17][N:16]=[C:3]([C:10]2[CH:11]=[CH:12][CH:13]=[CH:14][CH:15]=2)[C:4]2[CH:9]=[CH:8][CH:7]=[CH:6][CH:5]=2)[CH2:24]1. Given the reactants [OH-].[K+].[C:3](=[N:16][OH:17])([C:10]1[CH:15]=[CH:14][CH:13]=[CH:12][CH:11]=1)[C:4]1[CH:9]=[CH:8][CH:7]=[CH:6][CH:5]=1.CS(O[C@H:23]1[CH2:27][CH2:26][N:25](OC(C)(C)C)[C:24]1=C=O)(=O)=O.O, predict the reaction product. (8) Given the reactants [C:1]([C:4]1[S:8][C:7]([C:9]([OH:11])=[O:10])=[CH:6][CH:5]=1)(=[O:3])[CH3:2].[Cl:12][C:13]1[CH:20]=[CH:19][CH:18]=[CH:17][C:14]=1[CH:15]=O.[OH-].[Na+], predict the reaction product. The product is: [Cl:12][C:13]1[CH:20]=[CH:19][CH:18]=[CH:17][C:14]=1/[CH:15]=[CH:2]/[C:1]([C:4]1[S:8][C:7]([C:9]([OH:11])=[O:10])=[CH:6][CH:5]=1)=[O:3]. (9) Given the reactants COC1C=C2C(OC(=O)C2=C(C)C=1)=O.[CH3:15][O:16][C:17]1[CH:25]=[C:24]2[C:20]([C:21](=O)[NH:22][C:23]2=O)=[C:19]([CH3:28])[CH:18]=1, predict the reaction product. The product is: [CH3:15][O:16][C:17]1[CH:18]=[C:19]([CH3:28])[C:20]2[C:24]([CH:25]=1)=[CH:23][NH:22][CH:21]=2. (10) Given the reactants [CH:1]([C:3]1[C:11]([O:12][CH3:13])=[CH:10][C:9]([CH3:14])=[C:8]2[C:4]=1[CH:5]=[CH:6][N:7]2[C:15]([O:17][C:18]([CH3:21])([CH3:20])[CH3:19])=[O:16])=O.[CH3:22][O:23][C@H:24]1[CH2:29][CH2:28][NH:27][C@H:26]([C:30]2[CH:39]=[CH:38][C:33]([C:34]([O:36][CH3:37])=[O:35])=[CH:32][CH:31]=2)[CH2:25]1.[BH-](OC(C)=O)(OC(C)=O)OC(C)=O.[Na+], predict the reaction product. The product is: [CH3:13][O:12][C:11]1[C:3]([CH2:1][N:27]2[CH2:28][CH2:29][C@H:24]([O:23][CH3:22])[CH2:25][C@H:26]2[C:30]2[CH:39]=[CH:38][C:33]([C:34]([O:36][CH3:37])=[O:35])=[CH:32][CH:31]=2)=[C:4]2[C:8](=[C:9]([CH3:14])[CH:10]=1)[N:7]([C:15]([O:17][C:18]([CH3:20])([CH3:21])[CH3:19])=[O:16])[CH:6]=[CH:5]2.